From a dataset of Forward reaction prediction with 1.9M reactions from USPTO patents (1976-2016). Predict the product of the given reaction. Given the reactants [C:1]([O:5][C:6](=[O:33])[N:7](/[C:19](=[N:25]/[C:26]([O:28][C:29]([CH3:32])([CH3:31])[CH3:30])=[O:27])/[N:20]1[CH:24]=[CH:23][CH:22]=[N:21]1)[CH2:8]CCC1C=CC(OC)=CC=1)([CH3:4])([CH3:3])[CH3:2].[CH3:34][O:35][C:36]1[CH:43]=[CH:42][C:39](CO)=[CH:38][CH:37]=1, predict the reaction product. The product is: [C:1]([O:5][C:6](=[O:33])[N:7](/[C:19](=[N:25]\[C:26]([O:28][C:29]([CH3:30])([CH3:31])[CH3:32])=[O:27])/[N:20]1[CH:24]=[CH:23][CH:22]=[N:21]1)[CH2:8][C:39]1[CH:42]=[CH:43][C:36]([O:35][CH3:34])=[CH:37][CH:38]=1)([CH3:4])([CH3:2])[CH3:3].